From a dataset of Catalyst prediction with 721,799 reactions and 888 catalyst types from USPTO. Predict which catalyst facilitates the given reaction. Reactant: [CH3:1][O:2][C:3]([C:5]1[C@H:6]([C:11]([OH:13])=O)[CH2:7][C@H:8]([OH:10])[CH:9]=1)=[O:4].[C:14]([O:18][C:19]([C@@:21]1([NH2:26])[CH2:23][C@H:22]1[CH:24]=[CH2:25])=[O:20])([CH3:17])([CH3:16])[CH3:15].CCN(C(C)C)C(C)C.CN(C(ON1N=NC2C=CC=NC1=2)=[N+](C)C)C.F[P-](F)(F)(F)(F)F. Product: [CH3:1][O:2][C:3]([C:5]1[CH:6]([C:11](=[O:13])[NH:26][C@:21]2([C:19]([O:18][C:14]([CH3:17])([CH3:16])[CH3:15])=[O:20])[CH2:23][C@H:22]2[CH:24]=[CH2:25])[CH2:7][CH:8]([OH:10])[CH:9]=1)=[O:4]. The catalyst class is: 3.